This data is from Forward reaction prediction with 1.9M reactions from USPTO patents (1976-2016). The task is: Predict the product of the given reaction. (1) Given the reactants [F:1][C:2]1[C:11]2[C:6](=[CH:7][CH:8]=[CH:9][CH:10]=2)[CH:5]=[N:4][CH:3]=1.[S:12](=[O:16])(=[O:15])([OH:14])[OH:13], predict the reaction product. The product is: [S:12](=[O:14])(=[O:13])([OH:16])[OH:15].[F:1][C:2]1[C:11]2[C:6](=[CH:7][CH:8]=[CH:9][CH:10]=2)[CH:5]=[N:4][CH:3]=1. (2) Given the reactants [OH:1][C:2]1[CH:3]=[C:4]([CH2:9][C@H:10]([NH:24]C(OC(C)(C)C)=O)[C:11]([O:13][C@H:14]([CH3:23])[C@H:15]([O:17][C:18](=[O:22])[CH:19]([CH3:21])[CH3:20])[CH3:16])=[O:12])[CH:5]=[CH:6][C:7]=1[OH:8], predict the reaction product. The product is: [NH2:24][C@@H:10]([CH2:9][C:4]1[CH:5]=[CH:6][C:7]([OH:8])=[C:2]([OH:1])[CH:3]=1)[C:11]([O:13][C@H:14]([CH3:23])[C@H:15]([O:17][C:18](=[O:22])[CH:19]([CH3:21])[CH3:20])[CH3:16])=[O:12]. (3) Given the reactants [Cl:1][C:2]1[CH:7]=[CH:6][C:5](F)=[C:4]([N+:9]([O-:11])=[O:10])[CH:3]=1.C([O-])([O-])=O.[K+].[K+].[CH3:18][NH:19][C:20]1[CH:25]=[CH:24][CH:23]=[CH:22][CH:21]=1, predict the reaction product. The product is: [Cl:1][C:2]1[CH:7]=[CH:6][C:5]([N:19]([CH3:18])[C:20]2[CH:25]=[CH:24][CH:23]=[CH:22][CH:21]=2)=[C:4]([N+:9]([O-:11])=[O:10])[CH:3]=1. (4) Given the reactants [CH3:1][O:2][C:3]([CH3:8])([CH3:7])[CH2:4][CH2:5][OH:6].[CH2:9](Cl)[C:10](=[CH2:12])[CH3:11], predict the reaction product. The product is: [CH3:1][O:2][C:3]([CH3:8])([CH3:7])[CH2:4][CH2:5][O:6][CH2:11][C:10]([CH3:12])=[CH2:9]. (5) Given the reactants Cl.[C:2]([C:4]1[CH:24]=[C:23]([B:25]2[O:29][C:28]([CH3:31])([CH3:30])[C:27]([CH3:33])([CH3:32])[O:26]2)[CH:22]=[CH:21][C:5]=1[O:6][CH2:7][CH:8]1[CH2:13][CH2:12][N:11](C(OC(C)(C)C)=O)[CH2:10][CH2:9]1)#[N:3], predict the reaction product. The product is: [NH:11]1[CH2:12][CH2:13][CH:8]([CH2:7][O:6][C:5]2[CH:21]=[CH:22][C:23]([B:25]3[O:29][C:28]([CH3:31])([CH3:30])[C:27]([CH3:33])([CH3:32])[O:26]3)=[CH:24][C:4]=2[C:2]#[N:3])[CH2:9][CH2:10]1. (6) Given the reactants [OH:1][C:2]1[CH:3]=[C:4]([C:14]2[N:15](C(OC(C)(C)C)=O)[C:16]([C:19]3[S:20][CH:21]=[CH:22][N:23]=3)=[CH:17][CH:18]=2)[CH:5]=[C:6]([O:8][C@@H:9]([CH3:13])[CH2:10][O:11][CH3:12])[CH:7]=1.[F:31][C:32]1[CH:33]=[C:34]([S:39]([N:42]([CH3:44])[CH3:43])(=[O:41])=[O:40])[CH:35]=[CH:36][C:37]=1F.[H-].[Na+].[Cl-].[NH4+], predict the reaction product. The product is: [F:31][C:32]1[CH:33]=[C:34]([S:39]([N:42]([CH3:44])[CH3:43])(=[O:41])=[O:40])[CH:35]=[CH:36][C:37]=1[O:1][C:2]1[CH:3]=[C:4]([C:14]2[NH:15][C:16]([C:19]3[S:20][CH:21]=[CH:22][N:23]=3)=[CH:17][CH:18]=2)[CH:5]=[C:6]([O:8][C@@H:9]([CH3:13])[CH2:10][O:11][CH3:12])[CH:7]=1. (7) Given the reactants [H-].[Na+].[C:3]([O:11][CH2:12][CH3:13])(=[O:10])[CH2:4][C:5]([O:7][CH2:8][CH3:9])=[O:6].Cl[C:15]1[CH:20]=[C:19]([Cl:21])[CH:18]=[CH:17][C:16]=1[N+:22]([O-:24])=[O:23].O, predict the reaction product. The product is: [CH2:12]([O:11][C:3](=[O:10])[CH:4]([C:15]1[CH:20]=[C:19]([Cl:21])[CH:18]=[CH:17][C:16]=1[N+:22]([O-:24])=[O:23])[C:5]([O:7][CH2:8][CH3:9])=[O:6])[CH3:13]. (8) Given the reactants [NH2:1][CH:2]([CH2:21][CH2:22][C:23]1[C:32]2[C:27](=[CH:28][CH:29]=[C:30]([O:33][CH3:34])[N:31]=2)[N:26]=[CH:25][CH:24]=1)[CH2:3][CH2:4][CH:5]1[O:9][C:8](=[O:10])[N:7]([C:11]2[CH:20]=[CH:19][C:14]3[O:15][CH2:16][CH2:17][O:18][C:13]=3[CH:12]=2)[CH2:6]1.[C:35](Cl)([CH3:37])=[O:36], predict the reaction product. The product is: [O:15]1[C:14]2[CH:19]=[CH:20][C:11]([N:7]3[CH2:6][CH:5]([CH2:4][CH2:3][CH:2]([NH:1][C:35](=[O:36])[CH3:37])[CH2:21][CH2:22][C:23]4[C:32]5[C:27](=[CH:28][CH:29]=[C:30]([O:33][CH3:34])[N:31]=5)[N:26]=[CH:25][CH:24]=4)[O:9][C:8]3=[O:10])=[CH:12][C:13]=2[O:18][CH2:17][CH2:16]1.